The task is: Predict the reactants needed to synthesize the given product.. This data is from Full USPTO retrosynthesis dataset with 1.9M reactions from patents (1976-2016). Given the product [CH2:1]([O:8][C:9]1[C:10]([CH:22]([OH:24])[CH3:23])=[N:11][C:12]([Cl:15])=[CH:13][CH:14]=1)[C:2]1[CH:7]=[CH:6][CH:5]=[CH:4][CH:3]=1, predict the reactants needed to synthesize it. The reactants are: [CH2:1]([O:8][C:9]1[C:10](I)=[N:11][C:12]([Cl:15])=[CH:13][CH:14]=1)[C:2]1[CH:7]=[CH:6][CH:5]=[CH:4][CH:3]=1.C([Mg]Br)(C)C.[CH:22](=[O:24])[CH3:23].[Cl-].[NH4+].